From a dataset of Full USPTO retrosynthesis dataset with 1.9M reactions from patents (1976-2016). Predict the reactants needed to synthesize the given product. (1) Given the product [CH3:1][C:2]([N:10]1[CH:14]=[C:13]([NH:15][C:16](=[O:22])[CH:17]([NH:21][CH:28]2[CH2:27][CH2:26][C:25]3[C:30](=[CH:31][C:32]([F:34])=[CH:33][C:24]=3[F:23])[CH2:29]2)[CH2:18][CH2:19][CH3:20])[N:12]=[CH:11]1)([CH3:9])[CH2:3][N:4]1[CH2:8][CH2:7][CH2:6][CH2:5]1, predict the reactants needed to synthesize it. The reactants are: [CH3:1][C:2]([N:10]1[CH:14]=[C:13]([NH:15][C:16](=[O:22])[CH:17]([NH2:21])[CH2:18][CH2:19][CH3:20])[N:12]=[CH:11]1)([CH3:9])[CH2:3][N:4]1[CH2:8][CH2:7][CH2:6][CH2:5]1.[F:23][C:24]1[CH:33]=[C:32]([F:34])[CH:31]=[C:30]2[C:25]=1[CH2:26][CH2:27][C:28](=O)[CH2:29]2. (2) Given the product [F:1][C:2]1[CH:7]=[CH:6][C:5]([C@H:8]([NH2:24])[CH2:9][N:10]2[CH2:14][CH2:13][CH2:12][CH:11]2[CH3:15])=[CH:4][CH:3]=1, predict the reactants needed to synthesize it. The reactants are: [F:1][C:2]1[CH:7]=[CH:6][C:5]([C@H:8](O)[CH2:9][N:10]2[CH2:14][CH2:13][CH2:12][CH:11]2[CH3:15])=[CH:4][CH:3]=1.CS(Cl)(=O)=O.C([N:24](CC)CC)C.N. (3) Given the product [CH:5]1([C:8]2[CH:13]=[C:12]([CH2:14][N:15]3[CH2:20][CH2:19][CH:18]([N:21]4[CH2:30][CH2:29][C:28]5[N:27]=[C:26]([CH2:31][CH2:32][CH3:33])[C:25]([C:34]([OH:36])=[O:35])=[CH:24][C:23]=5[C:22]4=[O:38])[CH2:17][CH2:16]3)[CH:11]=[C:10]([O:39][CH:40]([CH3:42])[CH3:41])[C:9]=2[C:43]2[CH:44]=[CH:45][C:46]([F:49])=[CH:47][CH:48]=2)[CH2:6][CH2:7]1, predict the reactants needed to synthesize it. The reactants are: [OH-].[Na+].CO.[CH:5]1([C:8]2[CH:13]=[C:12]([CH2:14][N:15]3[CH2:20][CH2:19][CH:18]([N:21]4[CH2:30][CH2:29][C:28]5[N:27]=[C:26]([CH2:31][CH2:32][CH3:33])[C:25]([C:34]([O:36]C)=[O:35])=[CH:24][C:23]=5[C:22]4=[O:38])[CH2:17][CH2:16]3)[CH:11]=[C:10]([O:39][CH:40]([CH3:42])[CH3:41])[C:9]=2[C:43]2[CH:48]=[CH:47][C:46]([F:49])=[CH:45][CH:44]=2)[CH2:7][CH2:6]1.Cl. (4) Given the product [CH3:9][O:8][C:7]1[N:6]=[C:5]([NH:10][CH2:11][C:12]2[CH:17]=[CH:16][C:15]([O:18][CH3:19])=[CH:14][CH:13]=2)[CH:4]=[N:3][C:2]=1[C:23]1[CH:24]=[CH:25][C:26]([O:28][C:29]([F:31])([F:32])[F:30])=[CH:27][C:22]=1[O:21][CH3:20], predict the reactants needed to synthesize it. The reactants are: Br[C:2]1[N:3]=[CH:4][C:5]([NH:10][CH2:11][C:12]2[CH:17]=[CH:16][C:15]([O:18][CH3:19])=[CH:14][CH:13]=2)=[N:6][C:7]=1[O:8][CH3:9].[CH3:20][O:21][C:22]1[CH:27]=[C:26]([O:28][C:29]([F:32])([F:31])[F:30])[CH:25]=[CH:24][C:23]=1B(O)O.C(=O)([O-])[O-].[K+].[K+]. (5) Given the product [C:28]([C:25]1[S:24][C:23]([NH:22][C:21](=[O:32])[CH2:20][C:19]([NH:18][C@@H:12]([CH2:11][NH:10][CH2:9][C:37]2[CH:40]=[CH:41][C:42]([CH3:44])=[CH:43][C:36]=2[CH3:35])[C@@H:13]([OH:17])[CH2:14][CH2:15][CH3:16])=[O:33])=[N:27][N:26]=1)([CH3:29])([CH3:30])[CH3:31], predict the reactants needed to synthesize it. The reactants are: C(O[C:9](=O)[NH:10][CH2:11][C@H:12]([NH:18][C:19](=[O:33])[CH2:20][C:21](=[O:32])[NH:22][C:23]1[S:24][C:25]([C:28]([CH3:31])([CH3:30])[CH3:29])=[N:26][N:27]=1)[C@@H:13]([OH:17])[C:14]#[C:15][CH3:16])C1C=CC=CC=1.[CH3:35][C:36]1[CH:43]=[C:42]([CH3:44])[CH:41]=[CH:40][C:37]=1C=O.C([BH3-])#N.[Na+]. (6) Given the product [NH:5]1[C:10]2=[N:11][C:12]3[CH:20]=[N:19][CH:18]=[CH:17][C:13]=3/[C:14](=[N:1]/[OH:3])/[C:15](=[O:16])[C:9]2=[CH:8][CH:7]=[CH:6]1, predict the reactants needed to synthesize it. The reactants are: [N:1]([O-:3])=O.[Na+].[N:5]1[C:10]2[NH:11][C:12]3[CH:20]=[N:19][CH:18]=[CH:17][C:13]=3[CH2:14][C:15](=[O:16])[C:9]=2[CH:8]=[CH:7][CH:6]=1.